From a dataset of Forward reaction prediction with 1.9M reactions from USPTO patents (1976-2016). Predict the product of the given reaction. (1) The product is: [CH3:5][C:6]1[C:15]2[C:10](=[CH:11][CH:12]=[CH:13][CH:14]=2)[C:9]([N+:1]([O-:4])=[O:2])=[CH:8][CH:7]=1. Given the reactants [N+:1]([O-:4])(O)=[O:2].[CH3:5][C:6]1[C:15]2[C:10](=[CH:11][CH:12]=[CH:13][CH:14]=2)[CH:9]=[CH:8][CH:7]=1, predict the reaction product. (2) Given the reactants [CH2:1]([OH:4])[CH2:2][CH3:3].[CH2:5](O)[CH:6](C)C.O=[CH:11][C@@H:12]([C@H:14]([C@@H:16]([C@@H:18]([CH2:20][OH:21])O)O)O)O.[CH2:22](O)[CH2:23]CC, predict the reaction product. The product is: [CH3:3][CH:2]([CH2:5][CH3:6])[CH2:1][OH:4].[C:16]1([CH2:18][CH2:20][OH:21])[CH:23]=[CH:22][CH:11]=[CH:12][CH:14]=1. (3) Given the reactants [Br:1][C:2]1[C:3]([C:9]([O:11]C)=[O:10])=[N:4][C:5]([CH3:8])=[CH:6][CH:7]=1.C([Sn](CCCC)(CCCC)C1OC=CN=1)CCC.N#N, predict the reaction product. The product is: [Br:1][C:2]1[C:3]([C:9]([OH:11])=[O:10])=[N:4][C:5]([CH3:8])=[CH:6][CH:7]=1.